This data is from Tyrosyl-DNA phosphodiesterase HTS with 341,365 compounds. The task is: Binary Classification. Given a drug SMILES string, predict its activity (active/inactive) in a high-throughput screening assay against a specified biological target. (1) The molecule is N1(CCCC1)CCn1c2nc(nc(NC3CCCCC3)c2nc1c1ccccc1)C. The result is 0 (inactive). (2) The result is 0 (inactive). The molecule is S(=O)(=O)(N1CCCCC1)c1c(ccc(c1)C(OCC(=O)c1c2c([nH]c1)cccc2)=O)C.